Task: Regression. Given two drug SMILES strings and cell line genomic features, predict the synergy score measuring deviation from expected non-interaction effect.. Dataset: NCI-60 drug combinations with 297,098 pairs across 59 cell lines (1) Drug 1: CCC1=C2CN3C(=CC4=C(C3=O)COC(=O)C4(CC)O)C2=NC5=C1C=C(C=C5)O. Drug 2: CC1=C(C(=O)C2=C(C1=O)N3CC4C(C3(C2COC(=O)N)OC)N4)N. Cell line: BT-549. Synergy scores: CSS=41.2, Synergy_ZIP=3.56, Synergy_Bliss=3.58, Synergy_Loewe=6.29, Synergy_HSA=11.0. (2) Drug 1: CC(C1=C(C=CC(=C1Cl)F)Cl)OC2=C(N=CC(=C2)C3=CN(N=C3)C4CCNCC4)N. Drug 2: CS(=O)(=O)C1=CC(=C(C=C1)C(=O)NC2=CC(=C(C=C2)Cl)C3=CC=CC=N3)Cl. Cell line: HS 578T. Synergy scores: CSS=-1.42, Synergy_ZIP=4.62, Synergy_Bliss=5.57, Synergy_Loewe=-4.96, Synergy_HSA=-2.54. (3) Drug 1: C1=NC2=C(N1)C(=S)N=C(N2)N. Drug 2: CCN(CC)CCNC(=O)C1=C(NC(=C1C)C=C2C3=C(C=CC(=C3)F)NC2=O)C. Cell line: HCT116. Synergy scores: CSS=42.3, Synergy_ZIP=0.755, Synergy_Bliss=0.229, Synergy_Loewe=-5.24, Synergy_HSA=0.545. (4) Drug 1: CCCS(=O)(=O)NC1=C(C(=C(C=C1)F)C(=O)C2=CNC3=C2C=C(C=N3)C4=CC=C(C=C4)Cl)F. Drug 2: CCC1(CC2CC(C3=C(CCN(C2)C1)C4=CC=CC=C4N3)(C5=C(C=C6C(=C5)C78CCN9C7C(C=CC9)(C(C(C8N6C)(C(=O)OC)O)OC(=O)C)CC)OC)C(=O)OC)O.OS(=O)(=O)O. Cell line: ACHN. Synergy scores: CSS=34.3, Synergy_ZIP=5.48, Synergy_Bliss=8.03, Synergy_Loewe=-5.09, Synergy_HSA=7.58. (5) Drug 1: CC1=C2C(C(=O)C3(C(CC4C(C3C(C(C2(C)C)(CC1OC(=O)C(C(C5=CC=CC=C5)NC(=O)C6=CC=CC=C6)O)O)OC(=O)C7=CC=CC=C7)(CO4)OC(=O)C)O)C)OC(=O)C. Drug 2: C1C(C(OC1N2C=NC(=NC2=O)N)CO)O. Synergy scores: CSS=13.0, Synergy_ZIP=-13.7, Synergy_Bliss=-17.3, Synergy_Loewe=-15.0, Synergy_HSA=-14.3. Cell line: NCIH23. (6) Drug 1: C1=CC=C(C=C1)NC(=O)CCCCCCC(=O)NO. Drug 2: CC1CCC2CC(C(=CC=CC=CC(CC(C(=O)C(C(C(=CC(C(=O)CC(OC(=O)C3CCCCN3C(=O)C(=O)C1(O2)O)C(C)CC4CCC(C(C4)OC)OCCO)C)C)O)OC)C)C)C)OC. Cell line: HS 578T. Synergy scores: CSS=1.84, Synergy_ZIP=-3.35, Synergy_Bliss=-3.90, Synergy_Loewe=-6.92, Synergy_HSA=-5.50. (7) Drug 1: CN1C(=O)N2C=NC(=C2N=N1)C(=O)N. Drug 2: CCC1(C2=C(COC1=O)C(=O)N3CC4=CC5=C(C=CC(=C5CN(C)C)O)N=C4C3=C2)O.Cl. Cell line: A498. Synergy scores: CSS=11.4, Synergy_ZIP=-2.87, Synergy_Bliss=7.76, Synergy_Loewe=-27.8, Synergy_HSA=1.26. (8) Drug 1: COC1=CC(=CC(=C1O)OC)C2C3C(COC3=O)C(C4=CC5=C(C=C24)OCO5)OC6C(C(C7C(O6)COC(O7)C8=CC=CS8)O)O. Drug 2: CS(=O)(=O)CCNCC1=CC=C(O1)C2=CC3=C(C=C2)N=CN=C3NC4=CC(=C(C=C4)OCC5=CC(=CC=C5)F)Cl. Cell line: UACC-257. Synergy scores: CSS=4.81, Synergy_ZIP=-2.01, Synergy_Bliss=-2.05, Synergy_Loewe=-17.7, Synergy_HSA=-5.95.